From a dataset of Forward reaction prediction with 1.9M reactions from USPTO patents (1976-2016). Predict the product of the given reaction. (1) The product is: [F:1][C:2]([F:33])([F:32])[C:3]1[CH:4]=[C:5]([CH:29]=[CH:30][CH:31]=1)[C:6]([NH:8][CH2:9][CH2:10][C:11]1[CH:12]=[CH:13][CH:14]=[C:15]2[C:20]=1[CH:19]=[C:18]([S:21]([CH2:24][CH2:25][C:26]([Cl:36])=[O:27])(=[O:23])=[O:22])[CH:17]=[CH:16]2)=[O:7]. Given the reactants [F:1][C:2]([F:33])([F:32])[C:3]1[CH:4]=[C:5]([CH:29]=[CH:30][CH:31]=1)[C:6]([NH:8][CH2:9][CH2:10][C:11]1[CH:12]=[CH:13][CH:14]=[C:15]2[C:20]=1[CH:19]=[C:18]([S:21]([CH2:24][CH2:25][C:26](O)=[O:27])(=[O:23])=[O:22])[CH:17]=[CH:16]2)=[O:7].S(Cl)([Cl:36])=O, predict the reaction product. (2) Given the reactants [F:1][C:2]([F:15])([C:8]1[CH:13]=[CH:12][C:11]([F:14])=[CH:10][N:9]=1)[C:3]([O:5]CC)=[O:4].O1CCCC1.CO.O.[OH-].[Li+], predict the reaction product. The product is: [F:15][C:2]([F:1])([C:8]1[CH:13]=[CH:12][C:11]([F:14])=[CH:10][N:9]=1)[C:3]([OH:5])=[O:4].